From a dataset of Catalyst prediction with 721,799 reactions and 888 catalyst types from USPTO. Predict which catalyst facilitates the given reaction. (1) Reactant: [O:1]1C2C=CC=CC=2C=[C:2]1C1C=CC=CC=1C1N(C)N=C(C(O)=O)C=1C.[N:26]1([CH2:33][CH2:34][OH:35])[CH2:32][CH2:31][CH2:30][NH:29][CH2:28][CH2:27]1.C1CCC(N=C=NC2CCCCC2)CC1. Product: [OH:35][CH2:34][CH2:33][N:26]1[CH2:32][CH2:31][CH2:30][N:29]([CH:2]=[O:1])[CH2:28][CH2:27]1. The catalyst class is: 2. (2) Reactant: C[O:2][C:3](=O)[CH2:4][C:5]1[C:10]([CH3:11])=[CH:9][C:8]([CH3:12])=[CH:7][C:6]=1[CH3:13].CO[C:17]([C:19]1([OH:28])[CH2:24][CH2:23][N:22]([N:25]([CH3:27])[CH3:26])[CH2:21][CH2:20]1)=[O:18].CC(C)([O-])C.[K+]. Product: [CH3:27][N:25]([CH3:26])[N:22]1[CH2:21][CH2:20][C:19]2([O:28][C:3](=[O:2])[CH:4]([C:5]3[C:10]([CH3:11])=[CH:9][C:8]([CH3:12])=[CH:7][C:6]=3[CH3:13])[C:17]2=[O:18])[CH2:24][CH2:23]1. The catalyst class is: 7. (3) Reactant: [F:1][C:2]1[CH:7]=[CH:6][C:5]([N:8]2[C:16]3[CH:15]=[C:14]4[CH2:17][CH2:18][C@H:19]5[C:24]([C@@:13]4([CH3:34])[CH2:12][C:11]=3[CH:10]=[N:9]2)=[CH:23][CH2:22][C@@H:21]([C:25]([F:28])([F:27])[F:26])[C@@H:20]5[C:29]([O:31]CC)=[O:30])=[CH:4][CH:3]=1.CO.O.O[Li].O. Product: [F:1][C:2]1[CH:3]=[CH:4][C:5]([N:8]2[C:16]3[CH:15]=[C:14]4[CH2:17][CH2:18][C@H:19]5[C:24]([C@@:13]4([CH3:34])[CH2:12][C:11]=3[CH:10]=[N:9]2)=[CH:23][CH2:22][C@@H:21]([C:25]([F:28])([F:26])[F:27])[C@@H:20]5[C:29]([OH:31])=[O:30])=[CH:6][CH:7]=1. The catalyst class is: 1. (4) Reactant: [CH2:1]([O:3][C:4](=[O:15])[CH2:5][C:6](=[O:14])[CH2:7][O:8][CH2:9][CH2:10][N:11]=[N+:12]=[N-:13])[CH3:2].[Cl:16][C:17]1[CH:24]=[CH:23][CH:22]=[CH:21][C:18]=1[CH:19]=O.N1C=CC=CC=1. Product: [CH2:1]([O:3][C:4](=[O:15])[C:5]([C:6](=[O:14])[CH2:7][O:8][CH2:9][CH2:10][N:11]=[N+:12]=[N-:13])=[CH:19][C:18]1[CH:21]=[CH:22][CH:23]=[CH:24][C:17]=1[Cl:16])[CH3:2]. The catalyst class is: 14. (5) Reactant: [C:6](O[C:6]([O:8][CH3:9])=[O:7])([O:8][CH3:9])=[O:7].[NH2:10][C:11]1[CH:12]=[C:13]([CH:16]=[C:17]([N:20]2[CH2:25][CH2:24][C@@H:23]([NH2:26])[C@H:22]([O:27][CH3:28])[CH2:21]2)[C:18]=1[Cl:19])[C:14]#[N:15].C(N(CC)CC)C. Product: [CH3:9][O:8][C:6](=[O:7])[NH:26][C@@H:23]1[CH2:24][CH2:25][N:20]([C:17]2[CH:16]=[C:13]([C:14]#[N:15])[CH:12]=[C:11]([NH2:10])[C:18]=2[Cl:19])[CH2:21][C@H:22]1[O:27][CH3:28]. The catalyst class is: 4. (6) Reactant: [CH3:1][C:2]1([CH3:10])[CH2:7][CH:6]([CH:8]=[O:9])[CH2:5][CH2:4][O:3]1.[BH4-].[Na+]. Product: [CH3:1][C:2]1([CH3:10])[CH2:7][CH:6]([CH2:8][OH:9])[CH2:5][CH2:4][O:3]1. The catalyst class is: 8.